Dataset: Forward reaction prediction with 1.9M reactions from USPTO patents (1976-2016). Task: Predict the product of the given reaction. (1) Given the reactants Br[CH2:2][C:3]1[CH:8]=[C:7]([F:9])[CH:6]=[C:5]([F:10])[C:4]=1[F:11].FC1C=C(C)C=C(F)C=1, predict the reaction product. The product is: [F:10][C:5]1[CH:6]=[C:7]([F:9])[CH:8]=[C:3]([CH3:2])[C:4]=1[F:11]. (2) Given the reactants ClC1C=C(C=CC=1Cl)OC1CCN(S(C2C(C)=NN(C)C=2C)(=O)=O)CC1.[CH2:27]([C:29]1[C:33]([S:34](Cl)(=[O:36])=[O:35])=[C:32]([CH2:38][CH3:39])[NH:31][N:30]=1)[CH3:28].Cl.[Cl:41][C:42]1[CH:54]=[CH:53][C:45]([CH2:46][CH:47]2[CH2:52][CH2:51][NH:50][CH2:49][CH2:48]2)=[CH:44][CH:43]=1, predict the reaction product. The product is: [Cl:41][C:42]1[CH:43]=[CH:44][C:45]([CH2:46][CH:47]2[CH2:48][CH2:49][N:50]([S:34]([C:33]3[C:32]([CH2:38][CH3:39])=[N:31][NH:30][C:29]=3[CH2:27][CH3:28])(=[O:36])=[O:35])[CH2:51][CH2:52]2)=[CH:53][CH:54]=1. (3) Given the reactants [Br:1][C:2]1[S:3][C:4]([C:8]([OH:10])=O)=[C:5]([CH3:7])[N:6]=1.CN1CCOCC1.C(OC(Cl)=O)C(C)C.[N:26]1[CH:31]=[CH:30][CH:29]=[C:28]([CH2:32][NH2:33])[CH:27]=1, predict the reaction product. The product is: [Br:1][C:2]1[S:3][C:4]([C:8]([NH:33][CH2:32][C:28]2[CH:27]=[N:26][CH:31]=[CH:30][CH:29]=2)=[O:10])=[C:5]([CH3:7])[N:6]=1. (4) Given the reactants [OH:1][C:2]1([CH2:11][NH:12][C:13]([C:15]2[C:16]3[CH:17]=[CH:18][C:19](Cl)=[N:20][C:21]=3[CH:22]=[CH:23][C:24]=2[Cl:25])=[O:14])[CH2:7][CH2:6][CH2:5][CH:4]([CH:8]2[CH2:10][CH2:9]2)[CH2:3]1.CCN(C(C)C)C(C)C.[CH3:36][N:37]([CH3:43])[C@H:38]1[CH2:42][CH2:41][NH:40][CH2:39]1, predict the reaction product. The product is: [OH:1][C:2]1([CH2:11][NH:12][C:13]([C:15]2[C:16]3[CH:17]=[CH:18][C:19]([N:40]4[CH2:41][CH2:42][C@H:38]([N:37]([CH3:43])[CH3:36])[CH2:39]4)=[N:20][C:21]=3[CH:22]=[CH:23][C:24]=2[Cl:25])=[O:14])[CH2:7][CH2:6][CH2:5][CH:4]([CH:8]2[CH2:10][CH2:9]2)[CH2:3]1. (5) Given the reactants [O:1]=[C:2]1[NH:7][N:6]=[C:5]([C:8]2[CH:9]=[C:10]([CH:14]=[CH:15][CH:16]=2)[C:11]([OH:13])=[O:12])[CH:4]=[CH:3]1.S(Cl)(Cl)=O.[CH3:21]O, predict the reaction product. The product is: [O:1]=[C:2]1[NH:7][N:6]=[C:5]([C:8]2[CH:9]=[C:10]([CH:14]=[CH:15][CH:16]=2)[C:11]([O:13][CH3:21])=[O:12])[CH:4]=[CH:3]1. (6) Given the reactants [NH2:1][C:2]1[S:3][C:4]([C:12]2[CH:17]=[CH:16][N:15]=[CH:14][CH:13]=2)=[CH:5][C:6]=1[C:7]([O:9]CC)=[O:8].O.[OH-].[Li+], predict the reaction product. The product is: [NH2:1][C:2]1[S:3][C:4]([C:12]2[CH:13]=[CH:14][N:15]=[CH:16][CH:17]=2)=[CH:5][C:6]=1[C:7]([OH:9])=[O:8]. (7) The product is: [Cl:1][C:2]1[CH:7]=[CH:6][C:5]([C:8]2([CH2:13][C:31]#[N:32])[CH2:12][CH2:11][CH2:10][CH2:9]2)=[CH:4][CH:3]=1. Given the reactants [Cl:1][C:2]1[CH:7]=[CH:6][C:5]([C:8]2([CH2:13]OS(C)(=O)=O)[CH2:12][CH2:11][CH2:10][CH2:9]2)=[CH:4][CH:3]=1.C1(C2(C[C:31]#[N:32])CCCC2)C=CC=CC=1, predict the reaction product. (8) The product is: [C:1]([Si:5]([CH3:19])([CH3:18])[O:6][CH2:7][CH2:8][C:9]1[CH:14]=[CH:13][CH:12]=[C:11]([CH:31]2[CH2:34][O:33][CH2:32]2)[CH:10]=1)([CH3:4])([CH3:3])[CH3:2]. Given the reactants [C:1]([Si:5]([CH3:19])([CH3:18])[O:6][CH2:7][CH2:8][C:9]1[CH:10]=[C:11](B(O)O)[CH:12]=[CH:13][CH:14]=1)([CH3:4])([CH3:3])[CH3:2].C[Si]([N-][Si](C)(C)C)(C)C.[Na+].I[CH:31]1[CH2:34][O:33][CH2:32]1.C([O-])(O)=O.[Na+], predict the reaction product. (9) Given the reactants [O:1]=[C:2]1[CH2:7][NH:6][CH2:5][CH2:4][N:3]1[C:8]1[CH:9]=[C:10]2[C:15](=[CH:16][CH:17]=1)[CH:14]=[C:13]([C:18]#[N:19])[CH:12]=[CH:11]2.[CH3:20][C:21]1[C:29]2[CH2:28][O:27][C:26](=[O:30])[C:25]=2[CH:24]=[CH:23][C:22]=1[C@@H:31]1[CH2:33][O:32]1, predict the reaction product. The product is: [OH:32][C@H:31]([C:22]1[CH:23]=[CH:24][C:25]2[C:26](=[O:30])[O:27][CH2:28][C:29]=2[C:21]=1[CH3:20])[CH2:33][N:6]1[CH2:5][CH2:4][N:3]([C:8]2[CH:9]=[C:10]3[C:15](=[CH:16][CH:17]=2)[CH:14]=[C:13]([C:18]#[N:19])[CH:12]=[CH:11]3)[C:2](=[O:1])[CH2:7]1.